This data is from Catalyst prediction with 721,799 reactions and 888 catalyst types from USPTO. The task is: Predict which catalyst facilitates the given reaction. (1) Reactant: Br[CH2:2][C:3]([O:5][C:6]([CH3:9])([CH3:8])[CH3:7])=[O:4].[CH2:10]([O:17][C:18]1[CH:23]=[CH:22][C:21]([CH2:24][C@H:25](NC)[CH3:26])=[CH:20][CH:19]=1)[C:11]1[CH:16]=[CH:15][CH:14]=[CH:13][CH:12]=1.C([O-])([O-])=O.[Cs+].[Cs+].[CH3:35][N:36](C=O)C. The catalyst class is: 6. Product: [C:6]([O:5][C:3](=[O:4])[CH2:2][NH:36][CH2:35][C@H:25]([CH3:26])[CH2:24][C:21]1[CH:20]=[CH:19][C:18]([O:17][CH2:10][C:11]2[CH:12]=[CH:13][CH:14]=[CH:15][CH:16]=2)=[CH:23][CH:22]=1)([CH3:9])([CH3:8])[CH3:7]. (2) Reactant: [Cl:1][C:2]1[CH:7]=[CH:6][C:5]([N:8]2[C:13](=[O:14])[C:12]3[CH:15]=[N:16][N:17]([C:18]4[CH:23]=[CH:22][CH:21]=[CH:20][CH:19]=4)[C:11]=3[N:10]=[C:9]2[C:24]2[CH:29]=[CH:28][C:27]([Cl:30])=[CH:26][C:25]=2[Cl:31])=[CH:4][CH:3]=1.[N+:32]([O-:35])([OH:34])=[O:33]. The catalyst class is: 152. Product: [Cl:1][C:2]1[CH:3]=[CH:4][C:5]([N:8]2[C:13](=[O:14])[C:12]3[CH:15]=[N:16][N:17]([C:18]4[CH:19]=[CH:20][CH:21]=[CH:22][C:23]=4[N+:32]([O-:34])=[O:33])[C:11]=3[N:10]=[C:9]2[C:24]2[CH:29]=[CH:28][C:27]([Cl:30])=[CH:26][C:25]=2[Cl:31])=[CH:6][CH:7]=1.[Cl:1][C:2]1[CH:3]=[CH:4][C:5]([N:8]2[C:13](=[O:14])[C:12]3[CH:15]=[N:16][N:17]([C:18]4[CH:19]=[CH:20][C:21]([N+:32]([O-:35])=[O:33])=[CH:22][CH:23]=4)[C:11]=3[N:10]=[C:9]2[C:24]2[CH:29]=[CH:28][C:27]([Cl:30])=[CH:26][C:25]=2[Cl:31])=[CH:6][CH:7]=1. (3) Reactant: [C:1]([C:3]1[CH:4]=[N:5][C:6]2[C:11]([CH:12]=1)=[CH:10][C:9]([O:13][CH:14]([S:24][CH3:25])[C:15]([NH:17][C:18]1([CH2:22][OH:23])[CH2:21][CH2:20][CH2:19]1)=[O:16])=[CH:8][CH:7]=2)#[CH:2].CC(OI1(OC(C)=O)(OC(C)=O)OC(=O)C2C=CC=CC1=2)=O.C([O-])(O)=O.[Na+]. Product: [C:1]([C:3]1[CH:4]=[N:5][C:6]2[C:11]([CH:12]=1)=[CH:10][C:9]([O:13][CH:14]([S:24][CH3:25])[C:15]([NH:17][C:18]1([CH:22]=[O:23])[CH2:21][CH2:20][CH2:19]1)=[O:16])=[CH:8][CH:7]=2)#[CH:2]. The catalyst class is: 2. (4) Reactant: [Cl:1][C:2]1[CH:3]=[C:4]([C@@H:8]2[C@@H:13]([C:14]3[CH:19]=[CH:18][C:17]([Cl:20])=[CH:16][CH:15]=3)[N:12](CC3C=CC(OC)=CC=3OC)[C:11](=[O:32])[C@@:10]([CH3:36])([CH2:33][S:34][CH3:35])[CH2:9]2)[CH:5]=[CH:6][CH:7]=1. Product: [Cl:1][C:2]1[CH:3]=[C:4]([C@@H:8]2[C@@H:13]([C:14]3[CH:19]=[CH:18][C:17]([Cl:20])=[CH:16][CH:15]=3)[NH:12][C:11](=[O:32])[C@@:10]([CH3:36])([CH2:33][S:34][CH3:35])[CH2:9]2)[CH:5]=[CH:6][CH:7]=1. The catalyst class is: 67. (5) Reactant: [CH3:1][S-:2].[Na+].[CH3:4][O:5][C:6]([C:8]1[S:9][C:10]([N+]([O-])=O)=[C:11]([S:13]([C:16]2[CH:21]=[C:20]([O:22][C:23]([CH3:26])([CH3:25])[CH3:24])[CH:19]=[C:18]([Br:27])[CH:17]=2)(=[O:15])=[O:14])[CH:12]=1)=[O:7].C(O)(=O)C. Product: [CH3:4][O:5][C:6]([C:8]1[S:9][C:10]([S:2][CH3:1])=[C:11]([S:13]([C:16]2[CH:21]=[C:20]([O:22][C:23]([CH3:26])([CH3:25])[CH3:24])[CH:19]=[C:18]([Br:27])[CH:17]=2)(=[O:15])=[O:14])[CH:12]=1)=[O:7]. The catalyst class is: 49.